From a dataset of Full USPTO retrosynthesis dataset with 1.9M reactions from patents (1976-2016). Predict the reactants needed to synthesize the given product. (1) Given the product [NH2:3][C:4]1[C:9]([F:10])=[C:8]([CH2:11][CH3:12])[N:7]=[C:6]([C:13]([OH:15])=[O:14])[C:5]=1[Cl:17], predict the reactants needed to synthesize it. The reactants are: [OH-].[Li+].[NH2:3][C:4]1[C:9]([F:10])=[C:8]([CH2:11][CH3:12])[N:7]=[C:6]([C:13]([O:15]C)=[O:14])[C:5]=1[Cl:17]. (2) Given the product [CH3:15][O:16][C:17]1[CH:22]=[CH:21][C:20]([C:2]2[CH:3]=[C:4]3[C:9](=[CH:10][CH:11]=2)[CH:8]=[C:7]([N:12]([CH3:14])[CH3:13])[CH:6]=[CH:5]3)=[CH:19][CH:18]=1, predict the reactants needed to synthesize it. The reactants are: Br[C:2]1[CH:3]=[C:4]2[C:9](=[CH:10][CH:11]=1)[CH:8]=[C:7]([N:12]([CH3:14])[CH3:13])[CH:6]=[CH:5]2.[CH3:15][O:16][C:17]1[CH:22]=[CH:21][C:20](B(O)O)=[CH:19][CH:18]=1. (3) The reactants are: C(OC(=O)C)(=[O:3])C.C([O:10][C:11](=[O:36])[C:12]1[CH:17]=[C:16]([O:18][CH3:19])[CH:15]=[C:14]([C:20]2[C:29](=N)[N:28]([CH2:31][CH3:32])[C:27]3[C:22](=[CH:23][N:24]=[C:25]4[NH:35][CH:34]=[CH:33][C:26]4=3)[CH:21]=2)[CH:13]=1)C. Given the product [CH2:31]([N:28]1[C:27]2[C:22](=[CH:23][N:24]=[C:25]3[NH:35][CH:34]=[CH:33][C:26]3=2)[CH:21]=[C:20]([C:14]2[CH:13]=[C:12]([CH:17]=[C:16]([O:18][CH3:19])[CH:15]=2)[C:11]([OH:10])=[O:36])[C:29]1=[O:3])[CH3:32], predict the reactants needed to synthesize it. (4) Given the product [OH:32][C@@H:30]([C:29]([O:34][CH3:35])=[O:33])[CH2:31][N:14]([C:11]1[CH:12]=[CH:13][C:8]([O:7][C:6]2[CH:19]=[CH:20][C:3]([C:2]([F:1])([F:21])[F:22])=[CH:4][CH:5]=2)=[CH:9][CH:10]=1)[S:15]([CH3:18])(=[O:16])=[O:17], predict the reactants needed to synthesize it. The reactants are: [F:1][C:2]([F:22])([F:21])[C:3]1[CH:20]=[CH:19][C:6]([O:7][C:8]2[CH:13]=[CH:12][C:11]([NH:14][S:15]([CH3:18])(=[O:17])=[O:16])=[CH:10][CH:9]=2)=[CH:5][CH:4]=1.C([O-])([O-])=O.[K+].[K+].[C:29]([O:34][CH3:35])(=[O:33])[C@@H:30]1[O:32][CH2:31]1.CCOCC.O. (5) Given the product [C:1]([O:4][C@H:19]([CH2:18][Cl:8])[CH2:20][NH:15][C:16](=[O:14])[CH3:17])(=[O:3])[CH3:2], predict the reactants needed to synthesize it. The reactants are: [C:1]([O:4]C(=O)C)(=[O:3])[CH3:2].[ClH:8].NC[C@H]([OH:14])CCl.[N:15]1[CH:20]=[CH:19][CH:18]=[CH:17][CH:16]=1.